Dataset: Reaction yield outcomes from USPTO patents with 853,638 reactions. Task: Predict the reaction yield, written as a fraction of the theoretical maximum amount of product (1.0 means a 100% yield; for example, 0.34 means a 34% yield). (1) The reactants are [NH2:1][N:2]1[CH:6]=[CH:5][C:4]([Cl:7])=[C:3]1[C:8]([O:10]CC1C=CC=CC=1)=[O:9].Cl.C(OCC)C. The catalyst is CO.[Pd]. The product is [NH2:1][N:2]1[CH:6]=[CH:5][C:4]([Cl:7])=[C:3]1[C:8]([OH:10])=[O:9]. The yield is 0.590. (2) The reactants are [CH3:1][O:2][C:3]([C:5]1[CH:6]=[C:7]2[CH:13]=[C:12]([C:14]([C:21]3[CH:22]=[N:23][C:24]([S:27]([CH3:30])(=[O:29])=[O:28])=[CH:25][CH:26]=3)=[CH:15][CH:16]3[CH2:20][CH2:19][CH2:18][CH2:17]3)[NH:11][C:8]2=[N:9][CH:10]=1)=[O:4]. The catalyst is [Pd].CO. The product is [CH3:1][O:2][C:3]([C:5]1[CH:6]=[C:7]2[CH:13]=[C:12]([CH:14]([C:21]3[CH:22]=[N:23][C:24]([S:27]([CH3:30])(=[O:29])=[O:28])=[CH:25][CH:26]=3)[CH2:15][CH:16]3[CH2:20][CH2:19][CH2:18][CH2:17]3)[NH:11][C:8]2=[N:9][CH:10]=1)=[O:4]. The yield is 0.730. (3) The reactants are [C:1]([C:3]1[CH:4]=[CH:5][C:6]2[O:7][CH2:8][CH2:9][C:10]3[CH:16]=[C:15]([C:17]4[N:18]([C:22]5[CH:27]=[CH:26][C:25]([F:28])=[CH:24][C:23]=5[F:29])[N:19]=[CH:20][N:21]=4)[S:14][C:11]=3[C:12]=2[N:13]=1)#[N:2].OO.C(=O)([O-])[O-:33].[K+].[K+]. The catalyst is O.CS(C)=O. The product is [C:1]([C:3]1[CH:4]=[CH:5][C:6]2[O:7][CH2:8][CH2:9][C:10]3[CH:16]=[C:15]([C:17]4[N:18]([C:22]5[CH:27]=[CH:26][C:25]([F:28])=[CH:24][C:23]=5[F:29])[N:19]=[CH:20][N:21]=4)[S:14][C:11]=3[C:12]=2[N:13]=1)(=[O:33])[NH2:2]. The yield is 0.380. (4) The reactants are [CH:1]1([CH:7]=O)[CH2:6][CH2:5][CH2:4][CH2:3][CH2:2]1.[C:9]([CH2:11][C:12]([O:14]C)=O)#[N:10].[Cl:16][C:17]1[CH:22]=[CH:21][C:20]([NH:23][C:24]([NH2:26])=[NH:25])=[CH:19][CH:18]=1.N1CCCCC1. The catalyst is C(O)C. The product is [Cl:16][C:17]1[CH:18]=[CH:19][C:20]([NH:23][C:24]2[NH:26][C:12](=[O:14])[C:11]([C:9]#[N:10])=[C:7]([CH:1]3[CH2:2][CH2:3][CH2:4][CH2:5][CH2:6]3)[N:25]=2)=[CH:21][CH:22]=1. The yield is 0.490. (5) The reactants are [NH2:1][CH2:2][C:3]1[N:7]([CH2:8][C:9]([CH3:20])([CH3:19])[CH2:10][NH:11][C:12](=[O:18])[O:13][C:14]([CH3:17])([CH3:16])[CH3:15])[C:6]2[CH:21]=[CH:22][CH:23]=[CH:24][C:5]=2[N:4]=1.[N:25]1[C:34]2[CH:33](NCC3N(C4CCN(C(OC(C)(C)C)=O)CC4)C4C=CC=CC=4N=3)[CH2:32][CH2:31][CH2:30][C:29]=2[CH:28]=[CH:27][CH:26]=1. No catalyst specified. The product is [CH3:20][C:9]([CH3:19])([CH2:8][N:7]1[C:6]2[CH:21]=[CH:22][CH:23]=[CH:24][C:5]=2[N:4]=[C:3]1[CH2:2][NH:1][CH:33]1[C:34]2[N:25]=[CH:26][CH:27]=[CH:28][C:29]=2[CH2:30][CH2:31][CH2:32]1)[CH2:10][NH:11][C:12](=[O:18])[O:13][C:14]([CH3:15])([CH3:16])[CH3:17]. The yield is 0.880. (6) The reactants are C(Cl)(=O)C(Cl)=O.[O:7]=[C:8]([C:12]1[O:13][CH:14]=[CH:15][CH:16]=1)[C:9]([OH:11])=[O:10].[N:17]12[CH2:24][CH2:23][CH:20]([CH2:21][CH2:22]1)[C@@H:19](O)[CH2:18]2. The catalyst is CN(C)C=O.C(Cl)(Cl)Cl. The product is [N:17]12[CH2:24][CH2:23][CH:20]([CH2:21][CH2:22]1)[C@@H:19]([O:10][C:9](=[O:11])[C:8](=[O:7])[C:12]1[O:13][CH:14]=[CH:15][CH:16]=1)[CH2:18]2. The yield is 0.525. (7) The reactants are C([O:3][C:4](=[O:43])[CH:5]([O:7][P:8]([CH2:17][CH2:18][NH:19][C:20](=[O:42])[C:21]1[CH:26]=[CH:25][C:24]([N:27]([CH2:29][C:30]2[N:31]=[C:32]3[C:37](=[N:38][CH:39]=2)[N:36]=[C:35]([NH2:40])[N:34]=[C:33]3[NH2:41])[CH3:28])=[CH:23][CH:22]=1)([O:10][C:11]1[CH:16]=[CH:15][CH:14]=[CH:13][CH:12]=1)=[O:9])[CH3:6])C.[OH-].[Na+]. The catalyst is CN(C=O)C.C(#N)C.O. The product is [NH2:40][C:35]1[N:34]=[C:33]([NH2:41])[C:32]2[C:37](=[N:38][CH:39]=[C:30]([CH2:29][N:27]([CH3:28])[C:24]3[CH:25]=[CH:26][C:21]([C:20]([NH:19][CH2:18][CH2:17][P:8]([O:10][C:11]4[CH:12]=[CH:13][CH:14]=[CH:15][CH:16]=4)([O:7][CH:5]([CH3:6])[C:4]([OH:43])=[O:3])=[O:9])=[O:42])=[CH:22][CH:23]=3)[N:31]=2)[N:36]=1. The yield is 0.713. (8) The reactants are CON(C)[C:4](=[O:28])[C:5]1[CH:10]=[CH:9][CH:8]=[C:7]([C:11]2[CH:12]=[CH:13][C:14]3[O:18][C:17]([CH2:19][CH2:20][N:21]4[CH2:25][CH2:24][CH2:23][C@H:22]4[CH3:26])=[CH:16][C:15]=3[CH:27]=2)[CH:6]=1.[CH2:30]([Mg]Cl)[CH:31]([CH3:33])[CH3:32]. No catalyst specified. The product is [CH3:30][CH:31]([CH3:33])[CH2:32][C:4]([C:5]1[CH:10]=[CH:9][CH:8]=[C:7]([C:11]2[CH:27]=[CH:15][C:14]3[O:18][C:17]([CH2:19][CH2:20][N:21]4[CH2:25][CH2:24][CH2:23][C@H:22]4[CH3:26])=[CH:16][C:13]=3[CH:12]=2)[CH:6]=1)=[O:28]. The yield is 0.190.